Dataset: NCI-60 drug combinations with 297,098 pairs across 59 cell lines. Task: Regression. Given two drug SMILES strings and cell line genomic features, predict the synergy score measuring deviation from expected non-interaction effect. (1) Drug 1: CC1=C(C(=O)C2=C(C1=O)N3CC4C(C3(C2COC(=O)N)OC)N4)N. Drug 2: C1CCC(C(C1)N)N.C(=O)(C(=O)[O-])[O-].[Pt+4]. Cell line: SK-MEL-28. Synergy scores: CSS=3.10, Synergy_ZIP=-7.90, Synergy_Bliss=-16.2, Synergy_Loewe=-12.9, Synergy_HSA=-12.5. (2) Drug 1: CC1CCC2CC(C(=CC=CC=CC(CC(C(=O)C(C(C(=CC(C(=O)CC(OC(=O)C3CCCCN3C(=O)C(=O)C1(O2)O)C(C)CC4CCC(C(C4)OC)OCCO)C)C)O)OC)C)C)C)OC. Drug 2: C1CN(P(=O)(OC1)NCCCl)CCCl. Cell line: SK-MEL-28. Synergy scores: CSS=7.52, Synergy_ZIP=1.82, Synergy_Bliss=-1.00, Synergy_Loewe=0.836, Synergy_HSA=0.293. (3) Drug 1: CN(C)N=NC1=C(NC=N1)C(=O)N. Drug 2: C1CC(=O)NC(=O)C1N2C(=O)C3=CC=CC=C3C2=O. Cell line: OVCAR-4. Synergy scores: CSS=3.18, Synergy_ZIP=1.08, Synergy_Bliss=3.64, Synergy_Loewe=2.36, Synergy_HSA=2.43. (4) Drug 1: CC1=CC2C(CCC3(C2CCC3(C(=O)C)OC(=O)C)C)C4(C1=CC(=O)CC4)C. Drug 2: CC1=C2C(C(=O)C3(C(CC4C(C3C(C(C2(C)C)(CC1OC(=O)C(C(C5=CC=CC=C5)NC(=O)C6=CC=CC=C6)O)O)OC(=O)C7=CC=CC=C7)(CO4)OC(=O)C)O)C)OC(=O)C. Cell line: T-47D. Synergy scores: CSS=33.5, Synergy_ZIP=-1.36, Synergy_Bliss=3.75, Synergy_Loewe=-20.3, Synergy_HSA=2.36. (5) Drug 1: CC1OCC2C(O1)C(C(C(O2)OC3C4COC(=O)C4C(C5=CC6=C(C=C35)OCO6)C7=CC(=C(C(=C7)OC)O)OC)O)O. Drug 2: C(CCl)NC(=O)N(CCCl)N=O. Cell line: EKVX. Synergy scores: CSS=11.3, Synergy_ZIP=-4.33, Synergy_Bliss=-0.215, Synergy_Loewe=-14.1, Synergy_HSA=-3.01. (6) Drug 1: C1CN1P(=S)(N2CC2)N3CC3. Drug 2: C1=NC2=C(N1)C(=S)N=CN2. Cell line: SK-MEL-28. Synergy scores: CSS=13.7, Synergy_ZIP=-2.87, Synergy_Bliss=-3.22, Synergy_Loewe=-14.1, Synergy_HSA=-0.337.